Dataset: Forward reaction prediction with 1.9M reactions from USPTO patents (1976-2016). Task: Predict the product of the given reaction. (1) Given the reactants C[O:2][C:3](=[O:29])[CH2:4][CH2:5][CH2:6][C:7]1[CH:12]=[CH:11][C:10]([O:13][CH2:14][CH2:15][NH:16][C:17]2[C:18]([C:23]3[CH:28]=[CH:27][CH:26]=[CH:25][CH:24]=3)=[N:19][CH:20]=[CH:21][CH:22]=2)=[CH:9][CH:8]=1.[OH-].[Na+], predict the reaction product. The product is: [C:23]1([C:18]2[C:17]([NH:16][CH2:15][CH2:14][O:13][C:10]3[CH:9]=[CH:8][C:7]([CH2:6][CH2:5][CH2:4][C:3]([OH:29])=[O:2])=[CH:12][CH:11]=3)=[CH:22][CH:21]=[CH:20][N:19]=2)[CH:24]=[CH:25][CH:26]=[CH:27][CH:28]=1. (2) Given the reactants [CH3:1][C:2]1([CH3:31])[CH2:11][CH:10]=[C:9]([S:12][C:13]2[CH:18]=[CH:17][CH:16]=[CH:15][CH:14]=2)[C:8]2[CH:7]=[C:6]([C:19]([O:21][C:22]3[CH:30]=[CH:29][C:25]([C:26]([OH:28])=[O:27])=[CH:24][CH:23]=3)=[O:20])[CH:5]=[CH:4][C:3]1=2.[CH2:32]1COC[CH2:33]1.ClC1C=CC=C(C(OO)=O)C=1, predict the reaction product. The product is: [CH3:1][C:2]1([CH3:31])[CH2:11][CH:10]=[C:9]([S:12][C:13]2[CH:18]=[CH:17][CH:16]=[CH:15][CH:14]=2)[C:8]2[CH:7]=[C:6]([C:19]([O:21][C:22]3[CH:23]=[CH:24][C:25]([C:26]([O:28][CH2:32][CH3:33])=[O:27])=[CH:29][CH:30]=3)=[O:20])[CH:5]=[CH:4][C:3]1=2.